From a dataset of Forward reaction prediction with 1.9M reactions from USPTO patents (1976-2016). Predict the product of the given reaction. (1) Given the reactants C[O:2][C:3]([C:5]1[C:30]([O:31][CH2:32][C:33]([F:36])([F:35])[F:34])=[C:29]([F:37])[C:8]2[NH:9][C:10]([NH:12][C:13]3[C:18]([Cl:19])=[CH:17][CH:16]=[C:15]([CH2:20][NH:21][C:22](=[O:27])[C:23]([CH3:26])([CH3:25])[CH3:24])[C:14]=3[Cl:28])=[N:11][C:7]=2[CH:6]=1)=[O:4].[OH-].[Na+], predict the reaction product. The product is: [Cl:28][C:14]1[C:15]([CH2:20][NH:21][C:22](=[O:27])[C:23]([CH3:24])([CH3:26])[CH3:25])=[CH:16][CH:17]=[C:18]([Cl:19])[C:13]=1[NH:12][C:10]1[NH:9][C:8]2[C:29]([F:37])=[C:30]([O:31][CH2:32][C:33]([F:36])([F:35])[F:34])[C:5]([C:3]([OH:4])=[O:2])=[CH:6][C:7]=2[N:11]=1. (2) Given the reactants [CH2:1]([N:3]([CH2:30][CH3:31])[C:4]1[CH:9]=[C:8]([C:10]2[O:14][N:13]=[C:12]([C:15]3[CH:20]=[C:19]([CH3:21])[C:18]([CH2:22][CH2:23][C:24]([OH:26])=O)=[C:17]([CH2:27][CH3:28])[CH:16]=3)[N:11]=2)[CH:7]=[C:6]([CH3:29])[N:5]=1)[CH3:2].[CH2:32]([CH2:34][NH2:35])[OH:33].Cl, predict the reaction product. The product is: [CH2:1]([N:3]([CH2:30][CH3:31])[C:4]1[CH:9]=[C:8]([C:10]2[O:14][N:13]=[C:12]([C:15]3[CH:20]=[C:19]([CH3:21])[C:18]([CH2:22][CH2:23][C:24]([NH:35][CH2:34][CH2:32][OH:33])=[O:26])=[C:17]([CH2:27][CH3:28])[CH:16]=3)[N:11]=2)[CH:7]=[C:6]([CH3:29])[N:5]=1)[CH3:2].